Predict the reactants needed to synthesize the given product. From a dataset of Full USPTO retrosynthesis dataset with 1.9M reactions from patents (1976-2016). (1) Given the product [C:17]([O:21][C:22]([N:8]1[C:5]2=[N:6][CH:7]=[C:2]([Cl:1])[CH:3]=[C:4]2[C:10]([CH2:11][N:12]([CH3:14])[CH3:13])=[CH:9]1)=[O:23])([CH3:20])([CH3:19])[CH3:18], predict the reactants needed to synthesize it. The reactants are: [Cl:1][C:2]1[CH:3]=[C:4]2[C:10]([CH2:11][N:12]([CH3:14])[CH3:13])=[CH:9][NH:8][C:5]2=[N:6][CH:7]=1.[H-].[Na+].[C:17]([O:21][C:22](O[C:22]([O:21][C:17]([CH3:20])([CH3:19])[CH3:18])=[O:23])=[O:23])([CH3:20])([CH3:19])[CH3:18].O. (2) Given the product [C:1]([O:5][C:6](=[O:23])[CH2:7][CH2:8][N:9]([C:15]1[CH:20]=[CH:19][C:18]([Cl:21])=[C:17]([Cl:22])[CH:16]=1)[CH2:10][CH2:11][OH:12])([CH3:4])([CH3:2])[CH3:3], predict the reactants needed to synthesize it. The reactants are: [C:1]([O:5][C:6](=[O:23])[CH2:7][CH2:8][N:9]([C:15]1[CH:20]=[CH:19][C:18]([Cl:21])=[C:17]([Cl:22])[CH:16]=1)[CH2:10][C:11](OC)=[O:12])([CH3:4])([CH3:3])[CH3:2].[Li+].[BH4-].OS([O-])(=O)=O.[K+]. (3) Given the product [CH2:20]([O:27][C:28]1[C:33]([CH2:34][N:14]2[CH2:13][CH2:12][C:11]3[C:16](=[C:17]([Cl:18])[C:8]([Br:7])=[CH:9][CH:10]=3)[C:15]2=[O:19])=[C:32]([CH3:36])[CH:31]=[C:30]([CH3:37])[N:29]=1)[C:21]1[CH:26]=[CH:25][CH:24]=[CH:23][CH:22]=1, predict the reactants needed to synthesize it. The reactants are: CC(C)([O-])C.[K+].[Br:7][C:8]1[C:17]([Cl:18])=[C:16]2[C:11]([CH2:12][CH2:13][NH:14][C:15]2=[O:19])=[CH:10][CH:9]=1.[CH2:20]([O:27][C:28]1[C:33]([CH2:34]Cl)=[C:32]([CH3:36])[CH:31]=[C:30]([CH3:37])[N:29]=1)[C:21]1[CH:26]=[CH:25][CH:24]=[CH:23][CH:22]=1. (4) The reactants are: [F:1][C:2]1[CH:27]=[CH:26][C:5]([CH2:6][NH:7][C:8]([C:10]2[N:11]=[C:12]3[CH2:21][CH:20]([N:22](OC)[CH3:23])[CH2:19][CH2:18][N:13]3[C:14](=[O:17])[C:15]=2[OH:16])=[O:9])=[CH:4][CH:3]=1. Given the product [F:1][C:2]1[CH:3]=[CH:4][C:5]([CH2:6][NH:7][C:8]([C:10]2[N:11]=[C:12]3[CH2:21][CH:20]([NH:22][CH3:23])[CH2:19][CH2:18][N:13]3[C:14](=[O:17])[C:15]=2[OH:16])=[O:9])=[CH:26][CH:27]=1, predict the reactants needed to synthesize it.